From a dataset of Forward reaction prediction with 1.9M reactions from USPTO patents (1976-2016). Predict the product of the given reaction. (1) Given the reactants [CH3:1][N:2]1[C:7]2[NH:8][C:9]3[C:14]([C:6]=2[CH:5]=[C:4]([C:16]2[CH:17]=[C:18]([CH:21]=[CH:22][CH:23]=2)[CH:19]=[O:20])[C:3]1=[O:24])=[CH:13][C:12]([CH3:15])=[CH:11][CH:10]=3.CC(O)=O.[BH-](OC(C)=O)(OC(C)=O)OC(C)=O.[Na+], predict the reaction product. The product is: [OH:20][CH2:19][C:18]1[CH:17]=[C:16]([C:4]2[C:3](=[O:24])[N:2]([CH3:1])[C:7]3[NH:8][C:9]4[C:14]([C:6]=3[CH:5]=2)=[CH:13][C:12]([CH3:15])=[CH:11][CH:10]=4)[CH:23]=[CH:22][CH:21]=1. (2) Given the reactants [CH2:1]([C:8]1[N:16]([CH2:17][CH2:18][NH:19][CH2:20][CH3:21])[C:15]2[C:14](=[O:22])[N:13]([CH2:23][CH2:24][CH3:25])[C:12](=[O:26])[N:11]([CH2:27][CH2:28][C:29]3[CH:34]=[CH:33][C:32]([N+:35]([O-])=O)=[CH:31][CH:30]=3)[C:10]=2[N:9]=1)[C:2]1[CH:7]=[CH:6][CH:5]=[CH:4][CH:3]=1.O.NN.[H][H], predict the reaction product. The product is: [NH2:35][C:32]1[CH:31]=[CH:30][C:29]([CH2:28][CH2:27][N:11]2[C:10]3[N:9]=[C:8]([CH2:1][C:2]4[CH:7]=[CH:6][CH:5]=[CH:4][CH:3]=4)[N:16]([CH2:17][CH2:18][NH:19][CH2:20][CH3:21])[C:15]=3[C:14](=[O:22])[N:13]([CH2:23][CH2:24][CH3:25])[C:12]2=[O:26])=[CH:34][CH:33]=1.